Dataset: Forward reaction prediction with 1.9M reactions from USPTO patents (1976-2016). Task: Predict the product of the given reaction. (1) The product is: [Br:1][C:2]1[CH:3]=[C:4]([C:9]([CH3:14])([CH3:13])[C:10](=[O:12])[CH3:11])[CH:5]=[CH:6][C:7]=1[F:8]. Given the reactants [Br:1][C:2]1[CH:3]=[C:4]([C:9]([CH3:14])([CH3:13])[CH:10]([OH:12])[CH3:11])[CH:5]=[CH:6][C:7]=1[F:8].C1C=C[NH+]=CC=1.[O-][Cr](Cl)(=O)=O.O, predict the reaction product. (2) Given the reactants C(O[NH:9][CH2:10][C@@H:11]([CH2:15][CH2:16][CH2:17][CH2:18][CH3:19])[C:12]([OH:14])=[O:13])C1C=CC=CC=1.[C:20]([O:23][C:24](=O)[CH3:25])(=[O:22])C, predict the reaction product. The product is: [CH2:24]([O:23][C:20]([NH:9][CH2:10][C@@H:11]([CH2:15][CH2:16][CH2:17][CH2:18][CH3:19])[C:12]([OH:14])=[O:13])=[O:22])[C:25]1[CH:17]=[CH:16][CH:15]=[CH:11][CH:10]=1. (3) Given the reactants [CH3:1][N:2]([CH3:19])[CH2:3][C:4]([NH:6][C:7]1[CH:12]=[CH:11][C:10]([C@@H:13]2[O:18][CH2:17][CH2:16][NH:15][CH2:14]2)=[CH:9][CH:8]=1)=[O:5].Cl[C:21]1[N:26]([CH3:27])[C:25](=[O:28])[CH:24]=[C:23]([C:29]2[CH:34]=[CH:33][N:32]=[CH:31][C:30]=2[F:35])[N:22]=1.C(N(CC)CC)C, predict the reaction product. The product is: [CH3:1][N:2]([CH3:19])[CH2:3][C:4]([NH:6][C:7]1[CH:8]=[CH:9][C:10]([C@@H:13]2[O:18][CH2:17][CH2:16][N:15]([C:21]3[N:26]([CH3:27])[C:25](=[O:28])[CH:24]=[C:23]([C:29]4[CH:34]=[CH:33][N:32]=[CH:31][C:30]=4[F:35])[N:22]=3)[CH2:14]2)=[CH:11][CH:12]=1)=[O:5]. (4) Given the reactants C([O:8][NH:9][C:10]([C:12]1([NH:18][S:19]([C:22]2[CH:27]=[CH:26][C:25]([O:28][C:29]3[CH:34]=[CH:33][C:32]([F:35])=[CH:31][CH:30]=3)=[CH:24][CH:23]=2)(=[O:21])=[O:20])[CH2:17][CH2:16][O:15][CH2:14][CH2:13]1)=[O:11])C1C=CC=CC=1, predict the reaction product. The product is: [OH:8][NH:9][C:10]([C:12]1([NH:18][S:19]([C:22]2[CH:27]=[CH:26][C:25]([O:28][C:29]3[CH:30]=[CH:31][C:32]([F:35])=[CH:33][CH:34]=3)=[CH:24][CH:23]=2)(=[O:20])=[O:21])[CH2:17][CH2:16][O:15][CH2:14][CH2:13]1)=[O:11]. (5) Given the reactants [CH2:1]([O:8][CH2:9][C@H:10]1[C@H:14]([O:15][Si](C(C)(C)C)(C2C=CC=CC=2)C2C=CC=CC=2)[CH2:13][C@H:12]([C:33]2[C:37]3[N:38]=[CH:39][N:40]=[C:41]([NH:42][C@@H:43]4[C:51]5[C:46](=[CH:47][CH:48]=[CH:49][CH:50]=5)[CH2:45][CH2:44]4)[C:36]=3[O:35][CH:34]=2)[CH2:11]1)[C:2]1[CH:7]=[CH:6][CH:5]=[CH:4][CH:3]=1.[F-].C([N+](CCCC)(CCCC)CCCC)CCC, predict the reaction product. The product is: [CH2:1]([O:8][CH2:9][C@@H:10]1[CH2:11][C@@H:12]([C:33]2[C:37]3[N:38]=[CH:39][N:40]=[C:41]([NH:42][C@@H:43]4[C:51]5[C:46](=[CH:47][CH:48]=[CH:49][CH:50]=5)[CH2:45][CH2:44]4)[C:36]=3[O:35][CH:34]=2)[CH2:13][C@H:14]1[OH:15])[C:2]1[CH:3]=[CH:4][CH:5]=[CH:6][CH:7]=1. (6) Given the reactants [Cl:1][C:2]1[N:7]=[C:6]([C:8]2[CH:9]=[C:10]([CH:21]=[CH:22][CH:23]=2)[CH2:11][NH:12][CH2:13][CH2:14][C:15]2[CH:20]=[CH:19][CH:18]=[CH:17][N:16]=2)[CH:5]=[CH:4][N:3]=1.[CH3:24][S:25](Cl)(=[O:27])=[O:26], predict the reaction product. The product is: [Cl:1][C:2]1[N:7]=[C:6]([C:8]2[CH:9]=[C:10]([CH:21]=[CH:22][CH:23]=2)[CH2:11][N:12]([CH2:13][CH2:14][C:15]2[CH:20]=[CH:19][CH:18]=[CH:17][N:16]=2)[S:25]([CH3:24])(=[O:27])=[O:26])[CH:5]=[CH:4][N:3]=1.